Dataset: Full USPTO retrosynthesis dataset with 1.9M reactions from patents (1976-2016). Task: Predict the reactants needed to synthesize the given product. (1) Given the product [F:2][CH:3]([C:13]1[CH:18]=[CH:17][CH:16]=[CH:15][C:14]=1[F:19])[CH2:4][O:5][C@H:6]1[CH2:11][CH2:10][C@H:9]([NH:12][C:21]2[N:26]=[CH:25][N:24]=[C:23]3[N:27]([CH:30]4[CH2:35][CH2:34][CH2:33][CH2:32][O:31]4)[N:28]=[CH:29][C:22]=23)[CH2:8][CH2:7]1, predict the reactants needed to synthesize it. The reactants are: Cl.[F:2][CH:3]([C:13]1[CH:18]=[CH:17][CH:16]=[CH:15][C:14]=1[F:19])[CH2:4][O:5][C@H:6]1[CH2:11][CH2:10][C@H:9]([NH2:12])[CH2:8][CH2:7]1.Cl[C:21]1[N:26]=[CH:25][N:24]=[C:23]2[N:27]([CH:30]3[CH2:35][CH2:34][CH2:33][CH2:32][O:31]3)[N:28]=[CH:29][C:22]=12.C(=O)([O-])[O-].[Na+].[Na+]. (2) Given the product [NH2:6][CH2:5][C:4]1[CH:14]=[CH:15][C:16]([CH:18]([CH3:40])[C:19]([NH:21][CH2:22][C:23]2[C:24]([N:33]3[CH2:38][CH2:37][CH:36]([CH3:39])[CH2:35][CH2:34]3)=[N:25][C:26]([C:29]([F:30])([F:31])[F:32])=[CH:27][CH:28]=2)=[O:20])=[CH:17][C:3]=1[O:2][CH3:1], predict the reactants needed to synthesize it. The reactants are: [CH3:1][O:2][C:3]1[CH:17]=[C:16]([CH:18]([CH3:40])[C:19]([NH:21][CH2:22][C:23]2[C:24]([N:33]3[CH2:38][CH2:37][CH:36]([CH3:39])[CH2:35][CH2:34]3)=[N:25][C:26]([C:29]([F:32])([F:31])[F:30])=[CH:27][CH:28]=2)=[O:20])[CH:15]=[CH:14][C:4]=1[CH2:5][NH:6]C(=O)OC(C)(C)C.FC(F)(F)C(O)=O.C([O-])(O)=O.[Na+].